This data is from Forward reaction prediction with 1.9M reactions from USPTO patents (1976-2016). The task is: Predict the product of the given reaction. (1) Given the reactants [N+:1]([C:4]1[CH:24]=[CH:23][C:7]([CH2:8][O:9][N:10]=[CH:11][C:12]2[CH:17]=[CH:16][C:15](/[CH:18]=[CH:19]/[C:20](O)=[O:21])=[CH:14][CH:13]=2)=[CH:6][CH:5]=1)([O-:3])=[O:2].O=S(Cl)Cl.CCN(C(C)C)C(C)C.C1(C(C2C=CC=CC=2)(C2C=CC=CC=2)[S:45][NH2:46])C=CC=CC=1, predict the reaction product. The product is: [SH:45][NH:46][C:20](=[O:21])/[CH:19]=[CH:18]/[C:15]1[CH:16]=[CH:17][C:12]([CH:11]=[N:10][O:9][CH2:8][C:7]2[CH:23]=[CH:24][C:4]([N+:1]([O-:3])=[O:2])=[CH:5][CH:6]=2)=[CH:13][CH:14]=1. (2) Given the reactants [O:1]=[C:2]1[CH2:7][CH2:6][CH:5]([C:8]([O:10][NH:11][C:12](=[NH:14])[CH3:13])=O)[CH2:4][CH2:3]1.C([O-])(=O)C.[Na+], predict the reaction product. The product is: [CH3:13][C:12]1[N:14]=[C:8]([CH:5]2[CH2:6][CH2:7][C:2](=[O:1])[CH2:3][CH2:4]2)[O:10][N:11]=1. (3) Given the reactants [CH3:1][C:2]1[N:6]([C:7]2[CH:12]=[CH:11][C:10]([C:13]([F:16])([F:15])[F:14])=[CH:9][N:8]=2)[N:5]=[CH:4][C:3]=1[C:17]([OH:19])=O.C[N:21](C)C=O.S(Cl)(Cl)=O, predict the reaction product. The product is: [CH3:1][C:2]1[N:6]([C:7]2[CH:12]=[CH:11][C:10]([C:13]([F:16])([F:15])[F:14])=[CH:9][N:8]=2)[N:5]=[CH:4][C:3]=1[C:17]([NH2:21])=[O:19]. (4) Given the reactants [Cl:1][C:2]1[CH:3]=[CH:4][C:5]([C:34]#[N:35])=[C:6]([C:8]2[C:13]([F:14])=[CH:12][N:11]([CH:15]([CH3:32])[C:16]([NH:18][C:19]3[CH:31]=[CH:30][C:22]([C:23]([O:25]C(C)(C)C)=[O:24])=[CH:21][CH:20]=3)=[O:17])[C:10](=[O:33])[CH:9]=2)[CH:7]=1.C(O)(C(F)(F)F)=O, predict the reaction product. The product is: [Cl:1][C:2]1[CH:3]=[CH:4][C:5]([C:34]#[N:35])=[C:6]([C:8]2[C:13]([F:14])=[CH:12][N:11]([CH:15]([CH3:32])[C:16]([NH:18][C:19]3[CH:31]=[CH:30][C:22]([C:23]([OH:25])=[O:24])=[CH:21][CH:20]=3)=[O:17])[C:10](=[O:33])[CH:9]=2)[CH:7]=1.